This data is from Forward reaction prediction with 1.9M reactions from USPTO patents (1976-2016). The task is: Predict the product of the given reaction. (1) Given the reactants [OH:1][C:2]([C:13]1[CH:18]=[CH:17][C:16]([CH3:19])=[CH:15][CH:14]=1)([C:6]1[CH:11]=[CH:10][C:9]([CH3:12])=[CH:8][CH:7]=1)[C:3](O)=[O:4].[NH2:20][CH2:21][CH2:22][CH2:23][N:24]1[CH2:29][CH2:28][CH:27]([C:30]2[C:31]([F:43])=[CH:32][C:33]([F:42])=[C:34]([NH:36][C:37](=[O:41])[CH:38]([CH3:40])[CH3:39])[CH:35]=2)[CH2:26][CH2:25]1, predict the reaction product. The product is: [F:42][C:33]1[CH:32]=[C:31]([F:43])[C:30]([CH:27]2[CH2:26][CH2:25][N:24]([CH2:23][CH2:22][CH2:21][NH:20][C:3](=[O:4])[C:2]([OH:1])([C:13]3[CH:18]=[CH:17][C:16]([CH3:19])=[CH:15][CH:14]=3)[C:6]3[CH:11]=[CH:10][C:9]([CH3:12])=[CH:8][CH:7]=3)[CH2:29][CH2:28]2)=[CH:35][C:34]=1[NH:36][C:37](=[O:41])[CH:38]([CH3:39])[CH3:40]. (2) Given the reactants C([O:3][C:4](=[O:17])[CH2:5][CH2:6][CH2:7][O:8][C:9]1[CH:14]=[CH:13][C:12]([CH:15]=[O:16])=[CH:11][CH:10]=1)C.[OH-].[Na+], predict the reaction product. The product is: [CH:15]([C:12]1[CH:13]=[CH:14][C:9]([O:8][CH2:7][CH2:6][CH2:5][C:4]([OH:17])=[O:3])=[CH:10][CH:11]=1)=[O:16]. (3) Given the reactants [CH3:1][C:2](OC(C)=O)=[O:3].CCCCCC.CCOC(C)=O.[CH3:20][CH:21]([C:23]([C@@:25]12[C@@:35]([CH2:37][CH2:38][CH:39]=[C:40]([CH3:42])[CH3:41])([CH3:36])[C@@H:34]([CH2:43][CH:44]=[C:45]([CH3:47])[CH3:46])[CH2:33][C@@:30]([CH2:48][CH:49]=[C:50]([CH3:52])[CH3:51])([C:31]1=[O:32])[C:29]([OH:53])=[C:28]([CH2:54][CH:55]=[C:56]([CH3:58])[CH3:57])[C:26]2=[O:27])=[O:24])[CH3:22].C([O-])(=O)C, predict the reaction product. The product is: [CH3:22][CH:21]([C:23]([C@:25]12[C@@:35]([CH2:37][CH2:38][CH:39]=[C:40]([CH3:41])[CH3:42])([CH3:36])[C@@H:34]([CH2:43][CH:44]=[C:45]([CH3:46])[CH3:47])[CH2:33][C@@:30]([CH2:48][CH:49]=[C:50]([CH3:52])[CH3:51])([C:31]1=[O:32])[C:29]([O:53][C:2]([CH3:1])=[O:3])=[C:28]([CH2:54][CH:55]=[C:56]([CH3:58])[CH3:57])[C:26]2=[O:27])=[O:24])[CH3:20]. (4) The product is: [ClH:34].[F:33][C:2]([F:1])([C:18]1[N:22]2[CH:23]=[C:24]([C:27]3[CH:28]=[N:29][N:30]([CH3:32])[CH:31]=3)[CH:25]=[CH:26][C:21]2=[N:20][N:19]=1)[C:3]1[CH:4]=[CH:5][C:6]2[N:7]([CH:9]=[C:10]([NH:12][C:13]([CH:15]3[CH2:16][CH2:17]3)=[O:14])[N:11]=2)[N:8]=1. Given the reactants [F:1][C:2]([F:33])([C:18]1[N:22]2[CH:23]=[C:24]([C:27]3[CH:28]=[N:29][N:30]([CH3:32])[CH:31]=3)[CH:25]=[CH:26][C:21]2=[N:20][N:19]=1)[C:3]1[CH:4]=[CH:5][C:6]2[N:7]([CH:9]=[C:10]([NH:12][C:13]([CH:15]3[CH2:17][CH2:16]3)=[O:14])[N:11]=2)[N:8]=1.[ClH:34].CO.Cl.CO, predict the reaction product. (5) Given the reactants CON(C)[C:4](=[O:11])[C:5]1[CH:10]=[CH:9][CH:8]=[N:7][CH:6]=1.[CH3:13][C:14]([CH3:18])=[CH:15][Mg]Br.[Cl-].[NH4+].O, predict the reaction product. The product is: [CH3:15][C:14]([CH3:18])=[CH:13][C:4]([C:5]1[CH:6]=[N:7][CH:8]=[CH:9][CH:10]=1)=[O:11]. (6) Given the reactants [S:1]1[C:5]2[CH:6]=[CH:7][CH:8]=[CH:9][C:4]=2[N:3]=[C:2]1[NH:10][C:11]([C:13]1[CH:14]=[CH:15][CH:16]=[C:17]2[C:22]=1[CH:21]([CH3:23])[N:20](C(OC(C)(C)C)=O)[CH2:19][CH2:18]2)=[O:12].C(O)(C(F)(F)F)=O, predict the reaction product. The product is: [S:1]1[C:5]2[CH:6]=[CH:7][CH:8]=[CH:9][C:4]=2[N:3]=[C:2]1[NH:10][C:11]([C:13]1[CH:14]=[CH:15][CH:16]=[C:17]2[C:22]=1[CH:21]([CH3:23])[NH:20][CH2:19][CH2:18]2)=[O:12]. (7) Given the reactants Br[C:2]1[CH:3]=[N:4][C:5]([N:8]2[CH:12]3[CH2:13][CH2:14][CH2:15][CH:11]3[N:10]([CH2:16][CH3:17])[C:9]2=[O:18])=[N:6][CH:7]=1.[C:19]([C:21]1[CH:26]=[CH:25][CH:24]=[CH:23][CH:22]=1)#[CH:20].C(N(CC)CC)C, predict the reaction product. The product is: [CH2:16]([N:10]1[CH:11]2[CH2:15][CH2:14][CH2:13][CH:12]2[N:8]([C:5]2[N:4]=[CH:3][C:2]([C:20]#[C:19][C:21]3[CH:26]=[CH:25][CH:24]=[CH:23][CH:22]=3)=[CH:7][N:6]=2)[C:9]1=[O:18])[CH3:17].